Task: Predict which catalyst facilitates the given reaction.. Dataset: Catalyst prediction with 721,799 reactions and 888 catalyst types from USPTO Reactant: [Cl:1][C:2]1[CH:3]=[CH:4][C:5]2[NH:11][C:10]3[CH:12]=[CH:13][CH:14]=[CH:15][C:9]=3[C:8](=O)[NH:7][C:6]=2[CH:17]=1.P(Cl)(Cl)([Cl:20])=O.C([O-])([O-])=O.[Na+].[Na+]. Product: [Cl:1][C:2]1[CH:3]=[CH:4][C:5]2[NH:11][C:10]3[CH:12]=[CH:13][CH:14]=[CH:15][C:9]=3[C:8]([Cl:20])=[N:7][C:6]=2[CH:17]=1. The catalyst class is: 48.